Dataset: Full USPTO retrosynthesis dataset with 1.9M reactions from patents (1976-2016). Task: Predict the reactants needed to synthesize the given product. Given the product [CH3:1][C:2]1[CH:3]=[CH:4][C:5]([N:15]2[CH2:19][CH2:18][CH2:17][CH2:16]2)=[C:6]([CH2:8][N:9]2[CH2:14][CH2:13][N:12]([C:20]([O:21][N:22]3[C:26](=[O:27])[CH2:25][CH2:24][C:23]3=[O:28])=[O:29])[CH2:11][CH2:10]2)[CH:7]=1, predict the reactants needed to synthesize it. The reactants are: [CH3:1][C:2]1[CH:3]=[CH:4][C:5]([N:15]2[CH2:19][CH2:18][CH2:17][CH2:16]2)=[C:6]([CH2:8][N:9]2[CH2:14][CH2:13][NH:12][CH2:11][CH2:10]2)[CH:7]=1.[C:20](=O)([O:29]N1C(=O)CCC1=O)[O:21][N:22]1[C:26](=[O:27])[CH2:25][CH2:24][C:23]1=[O:28].C(N(CC)CC)C.